This data is from Forward reaction prediction with 1.9M reactions from USPTO patents (1976-2016). The task is: Predict the product of the given reaction. (1) Given the reactants [CH3:1][O:2][C:3]1[CH:8]=[CH:7][CH:6]=[CH:5][C:4]=1[N:9]1[CH:13]=[C:12]([C:14](OC)=[O:15])[C:11]([CH3:18])=[N:10]1.[H-].[Al+3].[Li+].[H-].[H-].[H-], predict the reaction product. The product is: [CH3:1][O:2][C:3]1[CH:8]=[CH:7][CH:6]=[CH:5][C:4]=1[N:9]1[CH:13]=[C:12]([CH:14]=[O:15])[C:11]([CH3:18])=[N:10]1. (2) Given the reactants [C:1](Cl)(=[O:8])[C:2]1[CH:7]=[CH:6][CH:5]=[CH:4][CH:3]=1.[CH3:10][C:11]([CH3:15])=[CH:12][CH2:13][OH:14], predict the reaction product. The product is: [C:1]([O:14][CH2:13][CH:12]=[C:11]([CH3:15])[CH3:10])(=[O:8])[C:2]1[CH:7]=[CH:6][CH:5]=[CH:4][CH:3]=1. (3) Given the reactants [F:1][C:2]1[CH:10]=[C:9]([F:11])[CH:8]=[CH:7][C:3]=1[C:4]([OH:6])=O.CCN(C(C)C)C(C)C.C1C=CC2N(O)N=NC=2C=1.[N:31]1([C:37]([O:39][C:40]([CH3:43])([CH3:42])[CH3:41])=[O:38])[CH2:36][CH2:35][NH:34][CH2:33][CH2:32]1.CCN=C=NCCCN(C)C, predict the reaction product. The product is: [F:1][C:2]1[CH:10]=[C:9]([F:11])[CH:8]=[CH:7][C:3]=1[C:4]([N:34]1[CH2:33][CH2:32][N:31]([C:37]([O:39][C:40]([CH3:43])([CH3:42])[CH3:41])=[O:38])[CH2:36][CH2:35]1)=[O:6]. (4) Given the reactants [CH3:1][CH:2]1[CH2:11][C:10]2[C:5](=[CH:6][C:7]([C:12]#[N:13])=[CH:8][CH:9]=2)[NH:4][CH2:3]1.Br[C:15]1[C:19]2[CH2:20][N:21]([C:24](=[O:26])[CH3:25])[CH2:22][CH2:23][C:18]=2[N:17]([C@H:27]2[CH2:31][CH2:30][O:29][CH2:28]2)[N:16]=1.COC(C)(C)C.C(O[Na])(C)(C)C.C1(P(C2CCCCC2)C2C=CC=CC=2C2C(OC(C)C)=CC=CC=2OC(C)C)CCCCC1, predict the reaction product. The product is: [C:24]([N:21]1[CH2:22][CH2:23][C:18]2[N:17]([C@H:27]3[CH2:31][CH2:30][O:29][CH2:28]3)[N:16]=[C:15]([N:4]3[C:5]4[C:10](=[CH:9][CH:8]=[C:7]([C:12]#[N:13])[CH:6]=4)[CH2:11][CH:2]([CH3:1])[CH2:3]3)[C:19]=2[CH2:20]1)(=[O:26])[CH3:25].